Task: Predict the product of the given reaction.. Dataset: Forward reaction prediction with 1.9M reactions from USPTO patents (1976-2016) (1) Given the reactants C(OC([N:8]1[CH2:13][C@H:12]([CH2:14][N:15]2[CH2:20][CH2:19][O:18][CH2:17][C@H:16]2[CH3:21])[N:11]([CH2:22][C:23]([N:25]2[C:33]3[C:28](=[N:29][CH:30]=[C:31]([CH2:34][C:35]4[CH:40]=[CH:39][C:38]([F:41])=[CH:37][CH:36]=4)[CH:32]=3)[C:27]([CH3:43])([CH3:42])[CH2:26]2)=[O:24])[CH2:10][C@H:9]1[CH3:44])=O)(C)(C)C.[ClH:45], predict the reaction product. The product is: [ClH:45].[ClH:45].[F:41][C:38]1[CH:39]=[CH:40][C:35]([CH2:34][C:31]2[CH:32]=[C:33]3[N:25]([C:23](=[O:24])[CH2:22][N:11]4[CH2:10][C@@H:9]([CH3:44])[NH:8][CH2:13][C@@H:12]4[CH2:14][N:15]4[CH2:20][CH2:19][O:18][CH2:17][C@H:16]4[CH3:21])[CH2:26][C:27]([CH3:43])([CH3:42])[C:28]3=[N:29][CH:30]=2)=[CH:36][CH:37]=1. (2) The product is: [C:1]([O:5][C:6]([N:8]1[CH2:13][CH2:12][CH:11]([NH:14][CH2:21][C:20]2[CH:23]=[CH:24][CH:25]=[C:18]([N+:15]([O-:17])=[O:16])[CH:19]=2)[CH2:10][CH2:9]1)=[O:7])([CH3:4])([CH3:2])[CH3:3]. Given the reactants [C:1]([O:5][C:6]([N:8]1[CH2:13][CH2:12][CH:11]([NH2:14])[CH2:10][CH2:9]1)=[O:7])([CH3:4])([CH3:3])[CH3:2].[N+:15]([C:18]1[CH:19]=[C:20]([CH:23]=[CH:24][CH:25]=1)[CH:21]=O)([O-:17])=[O:16].[BH4-].[Na+].C(O)(=O)C, predict the reaction product. (3) Given the reactants F[C:2]1[CH:3]=[CH:4][C:5]([N+:9]([O-:11])=[O:10])=[C:6]([OH:8])[CH:7]=1.[NH:12]1[CH2:17][CH2:16][O:15][CH2:14][CH2:13]1, predict the reaction product. The product is: [N:12]1([C:2]2[CH:3]=[CH:4][C:5]([N+:9]([O-:11])=[O:10])=[C:6]([OH:8])[CH:7]=2)[CH2:17][CH2:16][O:15][CH2:14][CH2:13]1. (4) Given the reactants [Cl-].[CH3:2][O:3]C[P+](C1C=CC=CC=1)(C1C=CC=CC=1)C1C=CC=CC=1.C1([Li])C=CC=CC=1.C1CCCCC1.[Br:37][C:38]1[CH:45]=[CH:44][C:41]([CH:42]=O)=[C:40]([O:46][C:47]([F:50])([F:49])[F:48])[CH:39]=1, predict the reaction product. The product is: [Br:37][C:38]1[CH:45]=[CH:44][C:41]([CH2:42][CH:2]=[O:3])=[C:40]([O:46][C:47]([F:50])([F:49])[F:48])[CH:39]=1. (5) The product is: [Br:18][C:2]1[CH:11]=[CH:10][CH:9]=[C:8]2[C:3]=1[CH:4]=[CH:5][N:6]=[CH:7]2. Given the reactants N[C:2]1[CH:11]=[CH:10][CH:9]=[C:8]2[C:3]=1[CH:4]=[CH:5][N:6]=[CH:7]2.N([O-])=O.[Na+].[NH4+].[OH-].[BrH:18], predict the reaction product. (6) The product is: [C:1]([C:3]1[CH:12]=[C:11]2[C:6]([CH:7]=[CH:8][C:9]([O:13][CH:14]([CH2:18][CH3:19])[C:15]([NH:29][C:30]([CH3:34])([CH3:33])[CH2:31][OH:32])=[O:17])=[CH:10]2)=[CH:5][CH:4]=1)#[CH:2]. Given the reactants [C:1]([C:3]1[CH:12]=[C:11]2[C:6]([CH:7]=[CH:8][C:9]([O:13][CH:14]([CH2:18][CH3:19])[C:15]([OH:17])=O)=[CH:10]2)=[CH:5][CH:4]=1)#[CH:2].C(N(CC)C(C)C)(C)C.[NH2:29][C:30]([CH3:34])([CH3:33])[CH2:31][OH:32], predict the reaction product. (7) The product is: [Br:9][C:10]1[CH:11]=[CH:12][C:13]([C:16]2[C:17](=[O:19])[C:8]3[C:1](=[CH:3][C:4]([OH:5])=[CH:6][CH:7]=3)[O:2][CH:26]=2)=[CH:14][CH:15]=1. Given the reactants [C:1]1([CH:8]=[CH:7][CH:6]=[C:4]([OH:5])[CH:3]=1)[OH:2].[Br:9][C:10]1[CH:15]=[CH:14][C:13]([CH2:16][C:17]([OH:19])=O)=[CH:12][CH:11]=1.P(Cl)(Cl)(Cl)(Cl)Cl.[CH3:26]N(C=O)C, predict the reaction product. (8) The product is: [OH:37][C:35]1([CH2:6][C:4]([O:3][CH2:2][CH3:1])=[O:5])[C:34]2[CH:38]=[CH:39][CH:40]=[CH:41][C:33]=2[O:32][C:31]2[CH:42]=[C:27]([O:26][CH3:25])[CH:28]=[CH:29][C:30]=2[CH2:36]1. Given the reactants [CH3:1][CH2:2][O:3][C:4]([CH3:6])=[O:5].C[Si]([N-][Si](C)(C)C)(C)C.[Li+].CN(CCN(C)C)C.[CH3:25][O:26][C:27]1[CH:28]=[CH:29][C:30]2[CH2:36][C:35](=[O:37])[C:34]3[CH:38]=[CH:39][CH:40]=[CH:41][C:33]=3[O:32][C:31]=2[CH:42]=1, predict the reaction product.